From a dataset of Full USPTO retrosynthesis dataset with 1.9M reactions from patents (1976-2016). Predict the reactants needed to synthesize the given product. Given the product [CH3:1][C:2]1[C:3]([CH2:8][N:9]([CH2:16][C:17]2[C:22]([CH3:23])=[CH:21][CH:20]=[CH:19][N:18]=2)[CH:10]2[CH2:15][CH2:14][N:13]([CH2:32][CH2:33][OH:34])[CH2:12][CH2:11]2)=[N:4][CH:5]=[CH:6][CH:7]=1, predict the reactants needed to synthesize it. The reactants are: [CH3:1][C:2]1[C:3]([CH2:8][N:9]([CH2:16][C:17]2[C:22]([CH3:23])=[CH:21][CH:20]=[CH:19][N:18]=2)[CH:10]2[CH2:15][CH2:14][NH:13][CH2:12][CH2:11]2)=[N:4][CH:5]=[CH:6][CH:7]=1.CCN(CC)CC.Br[CH2:32][CH2:33][OH:34].C([O-])(O)=O.[Na+].